Dataset: Retrosynthesis with 50K atom-mapped reactions and 10 reaction types from USPTO. Task: Predict the reactants needed to synthesize the given product. Given the product CN(C)CC(=O)N1CCCc2ccc([N+](=O)[O-])cc21, predict the reactants needed to synthesize it. The reactants are: CN(C)CC(=O)Cl.O=[N+]([O-])c1ccc2c(c1)NCCC2.